Dataset: NCI-60 drug combinations with 297,098 pairs across 59 cell lines. Task: Regression. Given two drug SMILES strings and cell line genomic features, predict the synergy score measuring deviation from expected non-interaction effect. (1) Drug 1: C1CNP(=O)(OC1)N(CCCl)CCCl. Drug 2: C(CN)CNCCSP(=O)(O)O. Cell line: SNB-75. Synergy scores: CSS=0.0145, Synergy_ZIP=-0.744, Synergy_Bliss=-0.959, Synergy_Loewe=-2.47, Synergy_HSA=-2.50. (2) Drug 1: CC(C)NC(=O)C1=CC=C(C=C1)CNNC.Cl. Drug 2: CC(C)CN1C=NC2=C1C3=CC=CC=C3N=C2N. Cell line: EKVX. Synergy scores: CSS=-2.08, Synergy_ZIP=5.92, Synergy_Bliss=4.62, Synergy_Loewe=-0.974, Synergy_HSA=-1.00. (3) Drug 2: CN1C2=C(C=C(C=C2)N(CCCl)CCCl)N=C1CCCC(=O)O.Cl. Synergy scores: CSS=1.17, Synergy_ZIP=2.45, Synergy_Bliss=4.43, Synergy_Loewe=-3.81, Synergy_HSA=-2.74. Cell line: SR. Drug 1: CS(=O)(=O)CCNCC1=CC=C(O1)C2=CC3=C(C=C2)N=CN=C3NC4=CC(=C(C=C4)OCC5=CC(=CC=C5)F)Cl. (4) Drug 1: CCC1=CC2CC(C3=C(CN(C2)C1)C4=CC=CC=C4N3)(C5=C(C=C6C(=C5)C78CCN9C7C(C=CC9)(C(C(C8N6C)(C(=O)OC)O)OC(=O)C)CC)OC)C(=O)OC.C(C(C(=O)O)O)(C(=O)O)O. Drug 2: C1CNP(=O)(OC1)N(CCCl)CCCl. Cell line: MDA-MB-435. Synergy scores: CSS=30.8, Synergy_ZIP=-0.262, Synergy_Bliss=-4.34, Synergy_Loewe=-42.0, Synergy_HSA=-3.34. (5) Drug 1: CN(C)N=NC1=C(NC=N1)C(=O)N. Drug 2: C(CC(=O)O)C(=O)CN.Cl. Cell line: HS 578T. Synergy scores: CSS=13.7, Synergy_ZIP=-4.07, Synergy_Bliss=0.188, Synergy_Loewe=-2.31, Synergy_HSA=-0.268. (6) Drug 1: C1=CN(C(=O)N=C1N)C2C(C(C(O2)CO)O)O.Cl. Drug 2: C1CN1C2=NC(=NC(=N2)N3CC3)N4CC4. Cell line: MALME-3M. Synergy scores: CSS=43.6, Synergy_ZIP=-10.0, Synergy_Bliss=-1.50, Synergy_Loewe=1.92, Synergy_HSA=2.91. (7) Drug 1: CN(C)N=NC1=C(NC=N1)C(=O)N. Drug 2: C1C(C(OC1N2C=C(C(=O)NC2=O)F)CO)O. Cell line: UO-31. Synergy scores: CSS=22.9, Synergy_ZIP=-8.33, Synergy_Bliss=-11.4, Synergy_Loewe=-10.2, Synergy_HSA=-6.81. (8) Drug 1: C1=NC2=C(N1)C(=S)N=C(N2)N. Drug 2: CS(=O)(=O)CCNCC1=CC=C(O1)C2=CC3=C(C=C2)N=CN=C3NC4=CC(=C(C=C4)OCC5=CC(=CC=C5)F)Cl. Cell line: DU-145. Synergy scores: CSS=40.2, Synergy_ZIP=0.156, Synergy_Bliss=2.08, Synergy_Loewe=-4.46, Synergy_HSA=2.03. (9) Drug 1: CC1C(C(CC(O1)OC2CC(OC(C2O)C)OC3=CC4=CC5=C(C(=O)C(C(C5)C(C(=O)C(C(C)O)O)OC)OC6CC(C(C(O6)C)O)OC7CC(C(C(O7)C)O)OC8CC(C(C(O8)C)O)(C)O)C(=C4C(=C3C)O)O)O)O. Drug 2: C1C(C(OC1N2C=NC3=C2NC=NCC3O)CO)O. Cell line: COLO 205. Synergy scores: CSS=25.1, Synergy_ZIP=3.27, Synergy_Bliss=2.45, Synergy_Loewe=-19.5, Synergy_HSA=-1.15.